From a dataset of Forward reaction prediction with 1.9M reactions from USPTO patents (1976-2016). Predict the product of the given reaction. (1) The product is: [NH2:24][C:21]1[N:20]=[CH:19][C:18]([C:17]#[C:16][C:15]2[C:10]([C:7]3[CH:6]=[CH:5][C:4]([C:3]([OH:26])=[O:2])=[CH:9][CH:8]=3)=[N:11][CH:12]=[N:13][C:14]=2[CH3:25])=[CH:23][CH:22]=1. Given the reactants C[O:2][C:3](=[O:26])[C:4]1[CH:9]=[CH:8][C:7]([C:10]2[C:15]([C:16]#[C:17][C:18]3[CH:19]=[N:20][C:21]([NH2:24])=[CH:22][CH:23]=3)=[C:14]([CH3:25])[N:13]=[CH:12][N:11]=2)=[CH:6][CH:5]=1.[Li+].[OH-], predict the reaction product. (2) Given the reactants [CH3:1][CH:2]([CH2:7][C:8](=[O:16])[NH:9][C:10]1[CH:15]=[CH:14][N:13]=[CH:12][CH:11]=1)[CH2:3][C:4]([OH:6])=O.ClC1C=[C:20]([NH:26][C:27](=[O:35])CC(C)CC(O)=O)[CH:21]=CC=1C#N.C[CH2:37][N:38]([CH:42]([CH3:44])C)[CH:39]([CH3:41])[CH3:40].CN(C(ON1N=[N:60][C:55]2[CH:56]=CC=N[C:54]1=2)=[N+](C)C)C.F[P-](F)(F)(F)(F)F.CN(C=[O:73])C, predict the reaction product. The product is: [CH2:42]([N:38]1[C:39]2[C:40](=[CH:54][C:55]([NH:60][C:4](=[O:6])[CH2:3][CH:2]([CH3:1])[CH2:7][C:8]([NH:9][C:10]3[CH:15]=[CH:14][N:13]=[CH:12][CH:11]=3)=[O:16])=[CH:56][CH:41]=2)[C:27](=[O:35])[N:26]([CH2:20][CH3:21])[C:37]1=[O:73])[CH3:44]. (3) Given the reactants [C:1]([C:5]1[N:10]=[C:9]([O:11][CH2:12][CH3:13])[C:8]([C:14]2[N:15]([C:33](Cl)=[O:34])[CH:16]([C:26]3[CH:31]=[CH:30][C:29]([Cl:32])=[CH:28][CH:27]=3)[CH:17]([C:19]3[CH:24]=[CH:23][C:22]([Cl:25])=[CH:21][CH:20]=3)[N:18]=2)=[CH:7][N:6]=1)([CH3:4])([CH3:3])[CH3:2].[CH3:36][N:37]1[CH2:42][CH2:41][NH:40][CH2:39][CH2:38]1, predict the reaction product. The product is: [C:1]([C:5]1[N:10]=[C:9]([O:11][CH2:12][CH3:13])[C:8]([C:14]2[N:15]([C:33]([N:40]3[CH2:41][CH2:42][N:37]([CH3:36])[CH2:38][CH2:39]3)=[O:34])[C@H:16]([C:26]3[CH:31]=[CH:30][C:29]([Cl:32])=[CH:28][CH:27]=3)[C@H:17]([C:19]3[CH:24]=[CH:23][C:22]([Cl:25])=[CH:21][CH:20]=3)[N:18]=2)=[CH:7][N:6]=1)([CH3:3])([CH3:2])[CH3:4].